From a dataset of NCI-60 drug combinations with 297,098 pairs across 59 cell lines. Regression. Given two drug SMILES strings and cell line genomic features, predict the synergy score measuring deviation from expected non-interaction effect. Drug 1: CC1=C(C=C(C=C1)C(=O)NC2=CC(=CC(=C2)C(F)(F)F)N3C=C(N=C3)C)NC4=NC=CC(=N4)C5=CN=CC=C5. Drug 2: CN(CCCl)CCCl.Cl. Cell line: A549. Synergy scores: CSS=28.0, Synergy_ZIP=-14.2, Synergy_Bliss=-8.54, Synergy_Loewe=-11.0, Synergy_HSA=-6.50.